Dataset: Full USPTO retrosynthesis dataset with 1.9M reactions from patents (1976-2016). Task: Predict the reactants needed to synthesize the given product. (1) The reactants are: I[C:2]1[N:3]=[CH:4][N:5]2[CH:9]=[CH:8][S:7][C:6]=12.C([Mg]Br)C.C1COCC1.[CH:19]1[C:24]([S:25][S:25][C:24]2[CH:23]=[CH:22][N:21]=[CH:20][CH:19]=2)=[CH:23][CH:22]=[N:21][CH:20]=1.[Cl-].[NH4+]. Given the product [N:21]1[CH:22]=[CH:23][C:24]([S:25][C:2]2[N:3]=[CH:4][N:5]3[CH:9]=[CH:8][S:7][C:6]=23)=[CH:19][CH:20]=1, predict the reactants needed to synthesize it. (2) Given the product [C:12]1([CH3:17])[CH:13]=[CH:14][CH:15]=[CH:16][C:11]=1[C:6]1[C:7](=[O:9])[NH:8][C:3](=[O:2])[NH:4][CH:5]=1, predict the reactants needed to synthesize it. The reactants are: C[O:2][C:3]1[N:8]=[C:7]([O:9]C)[C:6]([C:11]2[CH:16]=[CH:15][CH:14]=[CH:13][C:12]=2[CH3:17])=[CH:5][N:4]=1. (3) Given the product [F:1][C:2]1[CH:7]=[CH:6][CH:5]=[C:4]([F:8])[C:3]=1[C:9]1[CH:10]=[C:11]([CH:12]=[O:13])[CH:18]=[CH:19][N:20]=1, predict the reactants needed to synthesize it. The reactants are: [F:1][C:2]1[CH:7]=[CH:6][CH:5]=[C:4]([F:8])[C:3]=1[C:9]1[CH:10]=[C:11]([CH:18]=[CH:19][N:20]=1)[C:12](N(OC)C)=[O:13].CC(C[AlH]CC(C)C)C. (4) Given the product [C:26]([NH:30][S:31]([C:34]1[CH:39]=[C:38]([C:2]2[CH:7]=[CH:6][CH:5]=[C:4]([C:8]3[N:13]=[C:12]([C:14]4[CH:19]=[CH:18][C:17]([Cl:20])=[CH:16][C:15]=4[Cl:21])[CH:11]=[C:10]([C:22]([F:23])([F:25])[F:24])[N:9]=3)[CH:3]=2)[CH:37]=[CH:36][CH:35]=1)(=[O:33])=[O:32])([CH3:29])([CH3:27])[CH3:28], predict the reactants needed to synthesize it. The reactants are: Br[C:2]1[CH:3]=[C:4]([C:8]2[N:13]=[C:12]([C:14]3[CH:19]=[CH:18][C:17]([Cl:20])=[CH:16][C:15]=3[Cl:21])[CH:11]=[C:10]([C:22]([F:25])([F:24])[F:23])[N:9]=2)[CH:5]=[CH:6][CH:7]=1.[C:26]([NH:30][S:31]([C:34]1[CH:35]=[C:36](B(O)O)[CH:37]=[CH:38][CH:39]=1)(=[O:33])=[O:32])([CH3:29])([CH3:28])[CH3:27].